Dataset: Experimentally validated miRNA-target interactions with 360,000+ pairs, plus equal number of negative samples. Task: Binary Classification. Given a miRNA mature sequence and a target amino acid sequence, predict their likelihood of interaction. (1) The miRNA is hsa-miR-4639-5p with sequence UUGCUAAGUAGGCUGAGAUUGA. The protein sequence of the target gene is MQKIVQTDEITNTQAFRKGKRKRTETMDSENANSDMDKGQRDPYSGNAFLPGESSSEDEEPLAELSKEELCAKIKSLKEKLTNTRKENSRLRQSLVMLQVLPQAVTQFEELVGMAEALLKGGGTMSTSASTLWRATNNSSPDSFASTCSNSNSNSSSPVSLKPEEEHQTDEKQFQIEKWQIARCNKSKPQKFINDLMQVLYTNEYMATHSLTGAKSSTSRDKAVKPAMNQNEVQEIIGVTKQLFPNTDDVSIRRMIGQKLNNCTKKPNLSKNLNSQDIK. Result: 0 (no interaction). (2) Result: 0 (no interaction). The protein sequence of the target gene is MLFLAFHAGSWGSWCCCCCVITADRPWDRGRRWQLEMADTPSVYETRFEAAVKVIQSLPKNGSFQPTNEMMLKFYSFYKQATEGPCKLSRPGFWDPIGRYKWDAWSSLGDMTKEEAMIAYVEEMKKIIETMPMTEKVEELLHVIGPFYEIVEDKKSSKSSDLTSDLGNVLTSSNAKAVNGKAESSDSGAESEEEEAQEELKGAEQSGSDDKKTLKKSADKNLEIIVTNGYKGSFVQDIQSDIHTDSSRSTRSSEDEKPGDESSQQTGHTIVCAHQDRNEDPSEDASGIHHLTSDSDSEVY.... The miRNA is hsa-miR-6738-3p with sequence CUUCUGCCUGCAUUCUACUCCCAG. (3) The miRNA is hsa-miR-2276-3p with sequence UCUGCAAGUGUCAGAGGCGAGG. The protein sequence of the target gene is MNGFSTEEDSREGPPAAPAAAPGYGQSCCLIADGERCVRPAGNASFSKRVQKSISQKKLKLDIDKSVRHLYICDFHKNFIQSVRNKRKRKASDDGGDSPEHDADIPEVDLFQLQVNTLRRYKRHYKLQTRPGFNKAQLAETVSRHFRNIPVNEKETLAYFIYMVKSNRSRLDQKSEGSKQLE. Result: 0 (no interaction). (4) Result: 0 (no interaction). The miRNA is hsa-miR-519b-3p with sequence AAAGUGCAUCCUUUUAGAGGUU. The protein sequence of the target gene is MFGGAKGGHFGVPPAGYSGAVPQSEAGTKAGPAGGRPADTMWRVRCKAKGGTHLLQGLSSRTRLRELQGQIAAITGIAPGSQRILVGYPPECLDLSDRDITLGDLPIQSGDMLIVEEDQTRPKASPAFSKYGAPSYVREALPVLTRTAVPADNSCLFTSVYYVVEGGVLNPACAPEMRRLIAQIVASDPVLYSEAILGKTNEDYCDWIRRDDTWGGAIEISILSKFYQCEICVVDTQTVRIDRFGEDAGYTKRVLLIYDGIHYDPLQRNFPDPDTPPLTIFSSNDDIVLVQALELADEAR.... (5) The miRNA is hsa-miR-6810-3p with sequence UCCCCUGCUCCCUUGUUCCCCAG. The protein sequence of the target gene is MLLLGISILALAWRPAGSSEPEWEVVVPIRRDPDINGRHYYRRGTEDSGDQGLIFQITAFQQDFYLHLTPDAQFLAPAFATEYLGVPLQRLTGSSLDLRRCFYSGYVNAEPDSFAAVSLCGGLRGAFGYRGAEYVISPLPNTSAPEAQRHSQGAHLLQRRGAPVGPSGDPTSRCGVASGWNPAILRALDPYKPRRTGAGESHNRRRSGRAKRFVSIPRYVETLVVADESMVKFHGADLEHYLLTLLATAARLYRHPSILNPINIVVVKVLLLGDRDTGPKVTGNAALTLRNFCAWQKKLN.... Result: 0 (no interaction).